From a dataset of Full USPTO retrosynthesis dataset with 1.9M reactions from patents (1976-2016). Predict the reactants needed to synthesize the given product. (1) Given the product [CH3:1][O:2][C:3]([C@H:5]1[C@@H:10]([NH:18][C:24]([O:26][CH2:27][C:28]2[CH:37]=[CH:36][CH:35]=[CH:34][CH:33]=2)=[O:25])[CH:9]2[CH2:8][CH2:7][CH:6]1[CH2:15][CH2:14]2)=[O:4], predict the reactants needed to synthesize it. The reactants are: [CH3:1][O:2][C:3]([C@@H:5]1[C@H:10](C(O)=O)[CH:9]2[CH2:14][CH2:15][CH:6]1[CH2:7][CH2:8]2)=[O:4].C([N:18](CC)CC)C.Cl[C:24]([O:26][CH2:27][CH3:28])=[O:25].[N-]=[N+]=[N-].[Na+].[CH2:33](O)[C:34]1C=C[CH:37]=[CH:36][CH:35]=1. (2) Given the product [Cl:1][C:2]1[CH:3]=[C:4]([C:9]([CH3:27])([CH2:13][CH2:14][N:15]2[CH2:20][CH2:19][CH:18]([N:21]3[CH2:25][CH2:24][CH2:23][C:22]3=[O:26])[CH2:17][CH2:16]2)[C:10]([NH:44][CH2:36][CH2:35][C:32]2[CH:33]=[CH:34][C:29]([F:28])=[C:30]([C:38]([F:41])([F:40])[F:39])[CH:31]=2)=[O:12])[CH:5]=[CH:6][C:7]=1[Cl:8], predict the reactants needed to synthesize it. The reactants are: [Cl:1][C:2]1[CH:3]=[C:4]([C:9]([CH3:27])([CH2:13][CH2:14][N:15]2[CH2:20][CH2:19][CH:18]([N:21]3[CH2:25][CH2:24][CH2:23][C:22]3=[O:26])[CH2:17][CH2:16]2)[C:10]([OH:12])=O)[CH:5]=[CH:6][C:7]=1[Cl:8].[F:28][C:29]1[CH:34]=[CH:33][C:32]([CH:35](N)[CH3:36])=[CH:31][C:30]=1[C:38]([F:41])([F:40])[F:39].Cl.C[N:44](C(ON1N=NC2C=CC=NC1=2)=[N+](C)C)C.F[P-](F)(F)(F)(F)F.CCN(C(C)C)C(C)C. (3) Given the product [NH2:23][C:20]1[CH:21]=[CH:22][C:17]([C:14]2[C:13]([C:24]([NH2:26])=[O:25])=[C:12]([NH:11][C:9]([NH:8][CH2:7][CH2:6][CH2:5][OH:4])=[O:10])[S:16][N:15]=2)=[CH:18][CH:19]=1, predict the reactants needed to synthesize it. The reactants are: C([O:4][CH2:5][CH2:6][CH2:7][NH:8][C:9]([NH:11][C:12]1[S:16][N:15]=[C:14]([C:17]2[CH:22]=[CH:21][C:20]([NH2:23])=[CH:19][CH:18]=2)[C:13]=1[C:24]([NH2:26])=[O:25])=[O:10])(=O)C. (4) Given the product [Cl:2][C:3]1[CH:4]=[C:5]([N:11]2[C:15](=[O:16])[C@:14]([CH2:18][C:19]3[CH:26]=[CH:25][C:22]([C:23]#[N:24])=[CH:21][CH:20]=3)([CH3:17])[N:13]3[C:27]([I:30])=[CH:28][N:29]=[C:12]23)[CH:6]=[C:7]([Cl:10])[C:8]=1[F:9], predict the reactants needed to synthesize it. The reactants are: [Al].[Cl:2][C:3]1[CH:4]=[C:5]([N:11]2[C:15](=[O:16])[C@:14]([CH2:18][C:19]3[CH:26]=[CH:25][C:22]([C:23]#[N:24])=[CH:21][CH:20]=3)([CH3:17])[N:13]3[CH:27]=[CH:28][N:29]=[C:12]23)[CH:6]=[C:7]([Cl:10])[C:8]=1[F:9].[I:30]N1C(=O)CCC1=O.C1(C)C=CC(S([O-])(=O)=O)=CC=1.[NH+]1C=CC=CC=1. (5) Given the product [CH3:39][CH:11]1[CH2:10][CH2:9][C:8]([C:16]([OH:18])=[O:17])=[CH:7][C:6]2[CH:20]=[C:2]([C:32]3[CH:33]=[CH:34][C:29]([O:28][CH2:27][CH2:26][O:25][CH2:21][CH2:22][CH2:23][CH3:24])=[CH:30][CH:31]=3)[CH:3]=[CH:4][C:5]=2[N:12]1[CH2:13][CH2:14][CH3:15], predict the reactants needed to synthesize it. The reactants are: Br[C:2]1[CH:3]=[CH:4][C:5]2[N:12]([CH2:13][CH2:14][CH3:15])[CH2:11][CH2:10][CH2:9][C:8]([C:16]([O:18]C)=[O:17])=[CH:7][C:6]=2[CH:20]=1.[CH2:21]([O:25][CH2:26][CH2:27][O:28][C:29]1[CH:34]=[CH:33][C:32](OB(O)O)=[CH:31][CH:30]=1)[CH2:22][CH2:23][CH3:24].[C:39](=O)([O-])[O-].[K+].[K+].C(OCC)(=O)C. (6) Given the product [C:28]([O:32][C:33]([O:35][C:36]1[CH:37]=[C:38]2[C:43](=[CH:44][CH:45]=1)[NH:42][CH:41]([CH2:46][N:47]1[CH2:52][CH2:51][N:50]([C:53]3[CH:61]=[CH:60][CH:59]=[C:58]4[C:54]=3[CH:55]=[CH:56][NH:57]4)[CH2:49][CH2:48]1)[CH2:40][CH2:39]2)=[O:34])([CH3:31])([CH3:29])[CH3:30], predict the reactants needed to synthesize it. The reactants are: C1(N2CCN(CC3CCC4C(=CC=CC=4)N3)CC2)C2C(=CC=CC=2)C=CN=1.[C:28]([O:32][C:33]([O:35][C:36]1[CH:37]=[C:38]2[C:43](=[CH:44][CH:45]=1)[N:42]=[C:41]([CH2:46][N:47]1[CH2:52][CH2:51][N:50]([C:53]3[CH:61]=[CH:60][CH:59]=[C:58]4[C:54]=3[CH:55]=[CH:56][NH:57]4)[CH2:49][CH2:48]1)[CH:40]=[CH:39]2)=[O:34])([CH3:31])([CH3:30])[CH3:29]. (7) Given the product [CH:12]([NH:15][C:2]1[CH:7]=[C:6]([Br:8])[CH:5]=[CH:4][C:3]=1[N+:9]([O-:11])=[O:10])([CH3:14])[CH3:13], predict the reactants needed to synthesize it. The reactants are: Br[C:2]1[CH:7]=[C:6]([Br:8])[CH:5]=[CH:4][C:3]=1[N+:9]([O-:11])=[O:10].[CH:12]([NH2:15])([CH3:14])[CH3:13]. (8) Given the product [F:10][C:9]([F:12])([F:11])[O:8][C:5]1[CH:6]=[CH:7][C:2]([C:18]2[CH:19]=[CH:20][C:15]([CH:13]=[O:14])=[CH:16][CH:17]=2)=[CH:3][CH:4]=1, predict the reactants needed to synthesize it. The reactants are: Br[C:2]1[CH:7]=[CH:6][C:5]([O:8][C:9]([F:12])([F:11])[F:10])=[CH:4][CH:3]=1.[CH:13]([C:15]1[CH:20]=[CH:19][C:18](B(O)O)=[CH:17][CH:16]=1)=[O:14].P([O-])([O-])([O-])=O.[K+].[K+].[K+].O. (9) Given the product [F:2][C:3]1[CH:4]=[C:5]2[C:9](=[C:10]([F:12])[CH:11]=1)[NH:8][CH:7]=[C:6]2[CH2:13][C:14]([O:16][CH3:17])=[O:15], predict the reactants needed to synthesize it. The reactants are: Cl.[F:2][C:3]1[CH:4]=[C:5]2[C:9](=[C:10]([F:12])[CH:11]=1)[NH:8][CH:7]=[C:6]2[C:13](=O)[C:14]([O:16][CH3:17])=[O:15].CCO.CCOC(C)=O. (10) Given the product [Cl:30][C:31]1[CH:36]=[CH:35][C:34]([C:37]2[N:42]=[C:41]([N:43]3[CH2:46][CH2:8][O:11][CH2:45][CH2:44]3)[N:40]3[C:53](=[O:58])[N:54]([CH2:56][CH3:57])[N:55]=[C:39]3[C:38]=2[C:59]2[CH:60]=[CH:61][C:62]([Cl:65])=[CH:63][CH:64]=2)=[CH:33][CH:32]=1, predict the reactants needed to synthesize it. The reactants are: ClC1N2[C:8](=[O:11])NN=C2C(C2C=CC(Cl)=CC=2)=C(C2C=CC(Cl)=CC=2)N=1.[Cl-].ICC.[Cl:30][C:31]1[CH:36]=[CH:35][C:34]([C:37]2[N:42]=[C:41]([N:43]3[CH2:46][C:45](NCC)(C(N)=O)[CH2:44]3)[N:40]3[C:53](=[O:58])[N:54]([CH2:56][CH3:57])[N:55]=[C:39]3[C:38]=2[C:59]2[CH:64]=[CH:63][C:62]([Cl:65])=[CH:61][CH:60]=2)=[CH:33][CH:32]=1.